Dataset: Forward reaction prediction with 1.9M reactions from USPTO patents (1976-2016). Task: Predict the product of the given reaction. (1) Given the reactants Cl[C:2]1[C:3]2[C:10]([CH3:11])=[C:9]([CH3:12])[N:8]([C:13]3[CH:18]=[CH:17][CH:16]=[C:15]([Cl:19])[CH:14]=3)[C:4]=2[N:5]=[CH:6][N:7]=1.O.[NH2:21][NH2:22], predict the reaction product. The product is: [Cl:19][C:15]1[CH:14]=[C:13]([N:8]2[C:4]3[N:5]=[CH:6][N:7]=[C:2]([NH:21][NH2:22])[C:3]=3[C:10]([CH3:11])=[C:9]2[CH3:12])[CH:18]=[CH:17][CH:16]=1. (2) Given the reactants [Cl:1][C:2]1[CH:3]=[C:4]2[C:9](=[CH:10][C:11]=1[C:12]([OH:14])=O)[N:8]=[CH:7][N:6]=[C:5]2[NH:15][CH:16]([C:18]1[NH:22][C:21]2[CH:23]=[CH:24][C:25]([Cl:27])=[CH:26][C:20]=2[N:19]=1)[CH3:17].FC1C(OC(N(C)C)=[N+](C)C)=C(F)C(F)=C(F)C=1F.F[P-](F)(F)(F)(F)F.C(N(C(C)C)CC)(C)C.[CH:63]([N:65]1[CH2:70][CH2:69][NH:68][CH2:67][CH2:66]1)=[O:64], predict the reaction product. The product is: [Cl:1][C:2]1[CH:3]=[C:4]2[C:9](=[CH:10][C:11]=1[C:12]([N:68]1[CH2:69][CH2:70][N:65]([CH:63]=[O:64])[CH2:66][CH2:67]1)=[O:14])[N:8]=[CH:7][N:6]=[C:5]2[NH:15][CH:16]([C:18]1[NH:22][C:21]2[CH:23]=[CH:24][C:25]([Cl:27])=[CH:26][C:20]=2[N:19]=1)[CH3:17]. (3) Given the reactants Br[C:2]1[CH:7]=[CH:6][C:5]([CH:8]2[CH2:14][CH2:13][C:12](=O)[NH:11][C:10]3[N:16]([CH3:20])[N:17]=[C:18]([CH3:19])[C:9]2=3)=[C:4]([CH3:21])[CH:3]=1.BrC1C=CC(C=O)=C(C)C=1.CN1C(N)=CC(C)=N1.[Li]CCCC.[C:45](=[O:47])=[O:46], predict the reaction product. The product is: [CH3:20][N:16]1[C:10]2[NH:11][CH2:12][CH2:13][CH2:14][CH:8]([C:5]3[CH:6]=[CH:7][C:2]([C:45]([OH:47])=[O:46])=[CH:3][C:4]=3[CH3:21])[C:9]=2[C:18]([CH3:19])=[N:17]1. (4) Given the reactants [Cl:1][C:2]1[CH:3]=[C:4]([CH:23]=[CH:24][CH:25]=1)[O:5][C:6]1[C:11]([O:12][CH2:13][CH2:14][CH2:15][C:16]2[CH:21]=[CH:20][N:19]=[CH:18][C:17]=2[NH2:22])=[CH:10][CH:9]=[CH:8][N:7]=1.[CH2:26]([S:28](Cl)(=[O:30])=[O:29])C, predict the reaction product. The product is: [Cl:1][C:2]1[CH:3]=[C:4]([CH:23]=[CH:24][CH:25]=1)[O:5][C:6]1[C:11]([O:12][CH2:13][CH2:14][CH2:15][C:16]2[CH:21]=[CH:20][N:19]=[CH:18][C:17]=2[NH:22][S:28]([CH3:26])(=[O:30])=[O:29])=[CH:10][CH:9]=[CH:8][N:7]=1.